Dataset: Full USPTO retrosynthesis dataset with 1.9M reactions from patents (1976-2016). Task: Predict the reactants needed to synthesize the given product. (1) Given the product [Cl-:20].[Cl:20][C:21]1[S:22][C:23]([Cl:28])=[CH:24][C:25]=1[CH2:26][P+:7]([C:1]1[CH:2]=[CH:3][CH:4]=[CH:5][CH:6]=1)([C:8]1[CH:13]=[CH:12][CH:11]=[CH:10][CH:9]=1)[C:14]1[CH:15]=[CH:16][CH:17]=[CH:18][CH:19]=1, predict the reactants needed to synthesize it. The reactants are: [C:1]1([P:7]([C:14]2[CH:19]=[CH:18][CH:17]=[CH:16][CH:15]=2)[C:8]2[CH:13]=[CH:12][CH:11]=[CH:10][CH:9]=2)[CH:6]=[CH:5][CH:4]=[CH:3][CH:2]=1.[Cl:20][C:21]1[S:22][C:23]([Cl:28])=[CH:24][C:25]=1[CH2:26]Cl.C(OCC)C. (2) Given the product [F:16][C:15]([F:17])([CH2:14][C:1]([F:3])([F:2])[C:4]([F:6])([F:5])[C:7]([F:9])([F:8])[C:10]([F:13])([F:12])[F:11])[CH2:18][CH2:19][OH:22], predict the reactants needed to synthesize it. The reactants are: [C:1]([CH2:14][C:15]([CH2:18][CH2:19]I)([F:17])[F:16])([C:4]([C:7]([C:10]([F:13])([F:12])[F:11])([F:9])[F:8])([F:6])[F:5])([F:3])[F:2].S(=O)(=O)(O)[OH:22]. (3) Given the product [OH:23][CH2:22][CH:9]1[NH:10][CH:11]([C:13]2[CH:14]=[C:15]([F:21])[C:16]([F:20])=[C:17]([F:19])[CH:18]=2)[CH2:12][N:7]([C:5]([O:4][CH3:3])=[O:6])[CH2:8]1, predict the reactants needed to synthesize it. The reactants are: [BH4-].[Li+].[CH3:3][O:4][C:5]([N:7]1[CH2:12][CH:11]([C:13]2[CH:18]=[C:17]([F:19])[C:16]([F:20])=[C:15]([F:21])[CH:14]=2)[NH:10][CH:9]([C:22](OCC)=[O:23])[CH2:8]1)=[O:6].[Cl-].[NH4+].C(OCC)(=O)C. (4) Given the product [CH3:2][C:1]1([CH3:3])[O:5][C:6](=[O:22])[CH:7]=[C:8]([C:10]2[CH:15]=[CH:14][CH:13]=[C:12]([N:16]3[CH:20]=[CH:19][N:18]=[C:17]3[CH3:21])[CH:11]=2)[O:9]1, predict the reactants needed to synthesize it. The reactants are: [C:1]([O:5][C:6](=[O:22])[CH2:7][C:8]([C:10]1[CH:15]=[CH:14][CH:13]=[C:12]([N:16]2[CH:20]=[CH:19][N:18]=[C:17]2[CH3:21])[CH:11]=1)=[O:9])(C)([CH3:3])[CH3:2].C(OC(C(F)(F)F)=O)(C(F)(F)F)=O. (5) Given the product [Cl:20][C:21]1[CH:22]=[C:23]([CH:26]=[CH:27][C:28]=1[O:10][CH2:9][C:8]1[CH:11]=[CH:12][CH:13]=[C:6]([OH:5])[CH:7]=1)[C:24]#[N:25], predict the reactants needed to synthesize it. The reactants are: C([Si](C(C)C)(C(C)C)[O:5][C:6]1[CH:7]=[C:8]([CH:11]=[CH:12][CH:13]=1)[CH2:9][OH:10])(C)C.[Cl:20][C:21]1[CH:22]=[C:23]([CH:26]=[CH:27][C:28]=1F)[C:24]#[N:25].[F-].C([N+](CCCC)(CCCC)CCCC)CCC.C(O)(=O)C. (6) Given the product [C:15]([C@@:10]([C:11]([OH:13])=[O:12])([OH:14])[C@@:9]([C:1](=[O:8])[C:2]1[CH:7]=[CH:6][CH:5]=[CH:4][CH:3]=1)([OH:23])[C:24]([OH:26])=[O:25])(=[O:22])[C:16]1[CH:21]=[CH:20][CH:19]=[CH:18][CH:17]=1.[CH3:27][O:28][C:29]([C:31]1[CH:35]=[C:34]([CH:36]2[CH2:40][CH2:39][CH2:38][NH:37]2)[S:33][C:32]=1[CH3:41])=[O:30], predict the reactants needed to synthesize it. The reactants are: [C:1]([C@@:9]([C:24]([OH:26])=[O:25])([OH:23])[C@@:10]([C:15](=[O:22])[C:16]1[CH:21]=[CH:20][CH:19]=[CH:18][CH:17]=1)([OH:14])[C:11]([OH:13])=[O:12])(=[O:8])[C:2]1[CH:7]=[CH:6][CH:5]=[CH:4][CH:3]=1.[CH3:27][O:28][C:29]([C:31]1[CH:35]=[C:34]([CH:36]2[CH2:40][CH2:39][CH2:38][NH:37]2)[S:33][C:32]=1[CH3:41])=[O:30].